This data is from Reaction yield outcomes from USPTO patents with 853,638 reactions. The task is: Predict the reaction yield, written as a fraction of the theoretical maximum amount of product (1.0 means a 100% yield; for example, 0.34 means a 34% yield). (1) The reactants are [Cl:1][C:2]1[CH:7]=[C:6]([OH:8])[C:5](I)=[CH:4][C:3]=1[C:10]1[CH:15]=[CH:14][CH:13]=[C:12]([F:16])[CH:11]=1.C([Sn](CCCC)(CCCC)[C:22]1[CH:27]=[CH:26][N:25]=[N:24][CH:23]=1)CCC.[F-].[Cs+]. The catalyst is C(#N)C.[Pd].C1(P(C2C=CC=CC=2)C2C=CC=CC=2)C=CC=CC=1.C1(P(C2C=CC=CC=2)C2C=CC=CC=2)C=CC=CC=1.C1(P(C2C=CC=CC=2)C2C=CC=CC=2)C=CC=CC=1.C1(P(C2C=CC=CC=2)C2C=CC=CC=2)C=CC=CC=1.[Cu]I. The product is [Cl:1][C:2]1[CH:7]=[C:6]([OH:8])[C:5]([C:22]2[CH:27]=[CH:26][N:25]=[N:24][CH:23]=2)=[CH:4][C:3]=1[C:10]1[CH:15]=[CH:14][CH:13]=[C:12]([F:16])[CH:11]=1. The yield is 0.240. (2) The reactants are FC(F)(F)[C:3]([OH:5])=[O:4].C(O[C:13](=[O:63])[NH:14][CH2:15][CH2:16][C:17]([NH:19][CH2:20][CH2:21][CH2:22][N:23]([C@H:36]1[CH2:60][CH2:59][C@@:58]2([CH3:61])[C:38](=[CH:39][CH2:40][C@@H:41]3[C@@H:57]2[CH2:56][CH2:55][C@@:54]2([CH3:62])[C@H:42]3[CH2:43][CH2:44][C@@H:45]2[C@H:46]([CH3:53])[CH2:47][CH2:48][CH2:49][CH:50]([CH3:52])[CH3:51])[CH2:37]1)[S:24]([C:27]1[CH:32]=[CH:31][CH:30]=[CH:29][C:28]=1[N+:33]([O-:35])=[O:34])(=[O:26])=[O:25])=[O:18])(C)(C)C.[OH-].[Na+].[CH:66]([N:69](C(C)C)CC)(C)[CH3:67].C(O)(=O)[CH2:76][C:77]([CH2:82]C(O)=O)([C:79](O)=O)O. The catalyst is C(Cl)Cl.CO.C(Cl)Cl. The product is [C:77]([O:5][C:3](=[O:4])[NH:69][CH2:66][CH2:67][C:13]([NH:14][CH2:15][CH2:16][C:17]([NH:19][CH2:20][CH2:21][CH2:22][N:23]([C@H:36]1[CH2:60][CH2:59][C@@:58]2([CH3:61])[C:38](=[CH:39][CH2:40][C@@H:41]3[C@@H:57]2[CH2:56][CH2:55][C@@:54]2([CH3:62])[C@H:42]3[CH2:43][CH2:44][C@@H:45]2[C@H:46]([CH3:53])[CH2:47][CH2:48][CH2:49][CH:50]([CH3:52])[CH3:51])[CH2:37]1)[S:24]([C:27]1[CH:32]=[CH:31][CH:30]=[CH:29][C:28]=1[N+:33]([O-:35])=[O:34])(=[O:26])=[O:25])=[O:18])=[O:63])([CH3:76])([CH3:79])[CH3:82]. The yield is 0.950. (3) The reactants are [F:1][C:2]1[CH:15]=[CH:14][C:5]([O:6][C:7]2[CH:12]=[CH:11][C:10](I)=[CH:9][N:8]=2)=[CH:4][CH:3]=1.[B:16]1([B:16]2[O:20][C:19]([CH3:22])([CH3:21])[C:18]([CH3:24])([CH3:23])[O:17]2)[O:20][C:19]([CH3:22])([CH3:21])[C:18]([CH3:24])([CH3:23])[O:17]1.CC([O-])=O.[K+]. The catalyst is C1C=CC(P(C2C=CC=CC=2)[C-]2C=CC=C2)=CC=1.C1C=CC(P(C2C=CC=CC=2)[C-]2C=CC=C2)=CC=1.Cl[Pd]Cl.[Fe+2]. The product is [F:1][C:2]1[CH:15]=[CH:14][C:5]([O:6][C:7]2[CH:12]=[CH:11][C:10]([B:16]3[O:20][C:19]([CH3:22])([CH3:21])[C:18]([CH3:24])([CH3:23])[O:17]3)=[CH:9][N:8]=2)=[CH:4][CH:3]=1. The yield is 0.670. (4) The reactants are [CH3:1][O:2][C:3]1[N:8]=[CH:7][N:6]=[C:5]([CH2:9][N:10]2[C:18]3[C:13](=[N:14][CH:15]=[C:16]([CH3:19])[CH:17]=3)[C:12]([C:20]([OH:22])=O)=[CH:11]2)[C:4]=1[CH3:23].C(N(CC)CC)C.CCCP1(OP(CCC)(=O)OP(CCC)(=O)O1)=O.[F:49][CH:50]([F:53])[CH2:51][NH2:52]. The catalyst is C(Cl)Cl. The product is [F:49][CH:50]([F:53])[CH2:51][NH:52][C:20]([C:12]1[C:13]2=[N:14][CH:15]=[C:16]([CH3:19])[CH:17]=[C:18]2[N:10]([CH2:9][C:5]2[C:4]([CH3:23])=[C:3]([O:2][CH3:1])[N:8]=[CH:7][N:6]=2)[CH:11]=1)=[O:22]. The yield is 0.166. (5) The reactants are C(O[C:5](=[O:7])[CH3:6])(=O)C.[F:8][C:9]1[CH:15]=[CH:14][CH:13]=[CH:12][C:10]=1[NH2:11]. The catalyst is O. The product is [C:5]([NH:11][C:10]1[CH:12]=[CH:13][CH:14]=[CH:15][C:9]=1[F:8])(=[O:7])[CH3:6]. The yield is 0.880. (6) The reactants are [F:1][C:2]1[CH:3]=[C:4]([CH:8]=[CH:9][C:10]=1F)[C:5]([OH:7])=[O:6].C(=O)([O-])[O-].[Cs+].[Cs+].[CH2:18]([SH:25])[C:19]1[CH:24]=[CH:23][CH:22]=[CH:21][CH:20]=1.C(OCC)(=O)C. The catalyst is CS(C)=O. The product is [CH2:18]([S:25][C:10]1[CH:9]=[CH:8][C:4]([C:5]([OH:7])=[O:6])=[CH:3][C:2]=1[F:1])[C:19]1[CH:24]=[CH:23][CH:22]=[CH:21][CH:20]=1. The yield is 0.950. (7) The reactants are [CH3:1][C@@H:2]1[N:7]([C:8](=[O:21])[CH2:9][NH:10]C(OCC2C=CC=CC=2)=O)[CH2:6][CH2:5][N:4]([C:22]([O:24][C:25]([CH3:28])([CH3:27])[CH3:26])=[O:23])[CH2:3]1.N#N. The catalyst is CO.[Pd]. The product is [NH2:10][CH2:9][C:8]([N:7]1[CH2:6][CH2:5][N:4]([C:22]([O:24][C:25]([CH3:28])([CH3:27])[CH3:26])=[O:23])[CH2:3][C@@H:2]1[CH3:1])=[O:21]. The yield is 0.990. (8) The reactants are C[O:2][C:3](=[O:34])[CH2:4][CH2:5][NH:6][C:7]1[CH:12]=[C:11]([C:13]2[N:17]=[C:16]([CH3:18])[O:15][N:14]=2)[CH:10]=[CH:9][C:8]=1[CH2:19][NH:20][C:21](=[O:33])[C:22]1[CH:27]=[C:26]([O:28][CH3:29])[C:25]([CH3:30])=[C:24]([O:31][CH3:32])[CH:23]=1.[Li+].[OH-].Cl. The catalyst is C1COCC1. The product is [CH3:29][O:28][C:26]1[CH:27]=[C:22]([CH:23]=[C:24]([O:31][CH3:32])[C:25]=1[CH3:30])[C:21]([NH:20][CH2:19][C:8]1[CH:9]=[CH:10][C:11]([C:13]2[N:17]=[C:16]([CH3:18])[O:15][N:14]=2)=[CH:12][C:7]=1[NH:6][CH2:5][CH2:4][C:3]([OH:34])=[O:2])=[O:33]. The yield is 0.930.